Dataset: Reaction yield outcomes from USPTO patents with 853,638 reactions. Task: Predict the reaction yield, written as a fraction of the theoretical maximum amount of product (1.0 means a 100% yield; for example, 0.34 means a 34% yield). (1) The reactants are [NH2:1][C@@H:2]1[C:11]2[C:6](=[CH:7][CH:8]=[CH:9][CH:10]=2)[C@H:5]([OH:12])[CH2:4][CH2:3]1.[H-].[Na+].F[C:16]1[CH:17]=[CH:18][C:19]2[N:20]([C:22]([N:25]3[CH2:31][CH2:30][CH2:29][O:28][CH2:27][CH2:26]3)=[N:23][N:24]=2)[CH:21]=1. The catalyst is CN(C=O)C.O. The product is [O:28]1[CH2:29][CH2:30][CH2:31][N:25]([C:22]2[N:20]3[CH:21]=[C:16]([O:12][C@H:5]4[C:6]5[C:11](=[CH:10][CH:9]=[CH:8][CH:7]=5)[C@@H:2]([NH2:1])[CH2:3][CH2:4]4)[CH:17]=[CH:18][C:19]3=[N:24][N:23]=2)[CH2:26][CH2:27]1. The yield is 0.400. (2) The reactants are I[C:2]1[CH:3]=[C:4]2[N:10]=[CH:9][N:8]([CH2:11][C:12]3[CH:17]=[CH:16][C:15]([O:18][CH2:19][C:20]4[CH:21]=[N:22][C:23]([O:26][CH3:27])=[CH:24][CH:25]=4)=[C:14]([O:28][CH3:29])[CH:13]=3)[C:5]2=[N:6][CH:7]=1.Cl.[C:31]([C:33]1([CH3:39])[CH2:38][CH2:37][CH2:36][NH:35][CH2:34]1)#[CH:32].N1CCCCC1. The catalyst is O1CCCC1.Cl[Pd](Cl)([P](C1C=CC=CC=1)(C1C=CC=CC=1)C1C=CC=CC=1)[P](C1C=CC=CC=1)(C1C=CC=CC=1)C1C=CC=CC=1.[Cu]I. The product is [CH3:29][O:28][C:14]1[CH:13]=[C:12]([CH:17]=[CH:16][C:15]=1[O:18][CH2:19][C:20]1[CH:21]=[N:22][C:23]([O:26][CH3:27])=[CH:24][CH:25]=1)[CH2:11][N:8]1[C:5]2=[N:6][CH:7]=[C:2]([C:32]3[N:35]4[CH2:34][C:33]([CH3:39])([CH2:38][CH2:37][CH2:36]4)[CH:31]=3)[CH:3]=[C:4]2[N:10]=[CH:9]1. The yield is 0.100. (3) The reactants are [CH3:1][NH:2][CH:3]([CH3:5])[CH3:4].C([Li])CCC.F[C:12]1[N:17]=[CH:16][C:15]([C:18]2[C:22]([CH2:23][N:24]([CH3:36])[CH2:25][CH2:26][N:27]([CH3:35])[C:28](=[O:34])[O:29][C:30]([CH3:33])([CH3:32])[CH3:31])=[CH:21][N:20]([CH:37]3[CH2:42][CH2:41][CH2:40][CH2:39][O:38]3)[N:19]=2)=[CH:14][CH:13]=1. The catalyst is C1COCC1. The product is [CH:3]([N:2]([CH3:1])[C:12]1[N:17]=[CH:16][C:15]([C:18]2[C:22]([CH2:23][N:24]([CH3:36])[CH2:25][CH2:26][N:27]([CH3:35])[C:28](=[O:34])[O:29][C:30]([CH3:33])([CH3:32])[CH3:31])=[CH:21][N:20]([CH:37]3[CH2:42][CH2:41][CH2:40][CH2:39][O:38]3)[N:19]=2)=[CH:14][CH:13]=1)([CH3:5])[CH3:4]. The yield is 0.800. (4) The reactants are [CH3:1][NH:2][CH:3]1[CH2:16][C:15]2[C:6]([CH3:25])([CH:7]3[CH:12]([CH2:13][CH:14]=2)[CH:11]2[CH2:17][CH2:18][CH:19]4[CH:20]([CH3:24])[N:21]([CH3:23])[CH2:22][C:10]24[CH2:9][CH2:8]3)[CH2:5][CH2:4]1.C(N(CC)CC)C.[C:33](Cl)([Cl:35])=[O:34]. The catalyst is ClCCl. The product is [CH3:1][N:2]([CH:3]1[CH2:16][C:15]2[C:6]([CH3:25])([CH:7]3[CH:12]([CH2:13][CH:14]=2)[CH:11]2[CH2:17][CH2:18][CH:19]4[CH:20]([CH3:24])[N:21]([CH3:23])[CH2:22][C:10]24[CH2:9][CH2:8]3)[CH2:5][CH2:4]1)[C:33]([Cl:35])=[O:34]. The yield is 0.978. (5) The reactants are [Cl:1][C:2]1[CH:18]=[CH:17][C:5]([O:6][CH2:7][C:8]2[CH:16]=[CH:15][C:11]([C:12](O)=[O:13])=[CH:10][CH:9]=2)=[CH:4][C:3]=1[C:19]([F:22])([F:21])[F:20].CCN=C=NCCCN(C)C.[CH3:34][N:35]([CH3:40])[S:36]([NH2:39])(=[O:38])=[O:37].OS([O-])(=O)=O.[K+]. The catalyst is ClCCl. The product is [Cl:1][C:2]1[CH:18]=[CH:17][C:5]([O:6][CH2:7][C:8]2[CH:16]=[CH:15][C:11]([C:12]([NH:39][S:36]([N:35]([CH3:40])[CH3:34])(=[O:38])=[O:37])=[O:13])=[CH:10][CH:9]=2)=[CH:4][C:3]=1[C:19]([F:22])([F:21])[F:20]. The yield is 0.970.